Dataset: Forward reaction prediction with 1.9M reactions from USPTO patents (1976-2016). Task: Predict the product of the given reaction. (1) Given the reactants [H-].[Na+].[S:3]1[C:7]2[CH:8]=[CH:9][CH:10]=[CH:11][C:6]=2[N:5]=[C:4]1[CH2:12][C:13]1[CH:18]=[CH:17][C:16]([OH:19])=[CH:15][CH:14]=1.[C:20]([O:24][C:25]([N:27]1[CH2:31][CH2:30][CH2:29][C@@H:28]1[CH2:32]OS(C1C=CC(C)=CC=1)(=O)=O)=[O:26])([CH3:23])([CH3:22])[CH3:21], predict the reaction product. The product is: [C:20]([O:24][C:25]([N:27]1[CH2:31][CH2:30][CH2:29][C@@H:28]1[CH2:32][O:19][C:16]1[CH:15]=[CH:14][C:13]([CH2:12][C:4]2[S:3][C:7]3[CH:8]=[CH:9][CH:10]=[CH:11][C:6]=3[N:5]=2)=[CH:18][CH:17]=1)=[O:26])([CH3:23])([CH3:21])[CH3:22]. (2) Given the reactants Br[C:2]1[CH:3]=[CH:4][C:5](OCCCCCCC)=[C:6]([CH:38]=1)[C:7]([NH:9][C@@H:10]([CH2:14][C:15]1[CH:20]=[CH:19][C:18]([C:21]2[CH:26]=[CH:25][CH:24]=[CH:23][C:22]=2OC2C=CC(C(F)(F)F)=CC=2)=[CH:17][CH:16]=1)[C:11]([OH:13])=[O:12])=[O:8].[F:47][C:48]([F:59])([F:58])[C:49]1[CH:54]=[CH:53][C:52](B(O)O)=[CH:51][CH:50]=1, predict the reaction product. The product is: [C:18]1([C:21]2[CH:22]=[CH:23][CH:24]=[CH:25][CH:26]=2)[CH:19]=[CH:20][C:15]([CH2:14][C@H:10]([NH:9][C:7]([C:6]2[CH:5]=[CH:4][C:3]([C:52]3[CH:53]=[CH:54][C:49]([C:48]([F:59])([F:58])[F:47])=[CH:50][CH:51]=3)=[CH:2][CH:38]=2)=[O:8])[C:11]([OH:13])=[O:12])=[CH:16][CH:17]=1.